This data is from Reaction yield outcomes from USPTO patents with 853,638 reactions. The task is: Predict the reaction yield, written as a fraction of the theoretical maximum amount of product (1.0 means a 100% yield; for example, 0.34 means a 34% yield). (1) The reactants are [Cl:1][C:2]1[CH:10]=[C:9]([NH:11][C@@H:12]([CH3:15])[CH2:13][F:14])[C:5]([C:6]([OH:8])=O)=[CH:4][N:3]=1.CCN(C(C)C)C(C)C.[NH2:25][CH2:26][C@@H:27]([F:32])[C:28]([CH3:31])([OH:30])[CH3:29].CN(C(ON1N=NC2C=CC=NC1=2)=[N+](C)C)C.F[P-](F)(F)(F)(F)F. The catalyst is CN(C=O)C.O. The product is [Cl:1][C:2]1[CH:10]=[C:9]([NH:11][C@@H:12]([CH3:15])[CH2:13][F:14])[C:5]([C:6]([NH:25][CH2:26][C@@H:27]([F:32])[C:28]([OH:30])([CH3:31])[CH3:29])=[O:8])=[CH:4][N:3]=1. The yield is 0.420. (2) The reactants are [NH2:1][C:2]1([C:11](OCC)=[O:12])[C:10]2[C:5](=[CH:6][CH:7]=[CH:8][CH:9]=2)[CH2:4][CH2:3]1.[BH4-].[Na+]. The catalyst is O.C(O)C. The product is [NH2:1][C:2]1([CH2:11][OH:12])[C:10]2[C:5](=[CH:6][CH:7]=[CH:8][CH:9]=2)[CH2:4][CH2:3]1. The yield is 0.850. (3) The reactants are [CH3:1][O:2][C:3]1[CH:12]=[CH:11][C:6]([C:7]([O:9]C)=O)=[CH:5][CH:4]=1.C[O-].[Na+].[C:16](#[N:18])[CH3:17].ClC1C=CC=CC=1. The catalyst is C(OCC)C. The product is [CH3:1][O:2][C:3]1[CH:4]=[CH:5][C:6]([C:7](=[O:9])[CH2:17][C:16]#[N:18])=[CH:11][CH:12]=1. The yield is 0.0900. (4) The yield is 0.650. The product is [C:18]([O:21][CH2:22][C:23]1[C:24]([N:38]2[N:47]=[CH:46][C:45]3[C:40](=[C:41]([F:52])[CH:42]=[C:43]([C:48]([CH3:50])([CH3:49])[CH3:51])[CH:44]=3)[C:39]2=[O:53])=[N:25][CH:26]=[CH:27][C:28]=1[C:2]1[CH:3]=[C:4]([NH:10][C:11]2[CH:15]=[C:14]([CH3:16])[N:13]([CH3:17])[N:12]=2)[C:5](=[O:9])[N:6]([CH3:8])[N:7]=1)(=[O:20])[CH3:19]. The catalyst is C1C=CC(P(C2C=CC=CC=2)[C-]2C=CC=C2)=CC=1.C1C=CC(P(C2C=CC=CC=2)[C-]2C=CC=C2)=CC=1.Cl[Pd]Cl.[Fe+2].O.C(#N)C. The reactants are Cl[C:2]1[CH:3]=[C:4]([NH:10][C:11]2[CH:15]=[C:14]([CH3:16])[N:13]([CH3:17])[N:12]=2)[C:5](=[O:9])[N:6]([CH3:8])[N:7]=1.[C:18]([O:21][CH2:22][C:23]1[C:24]([N:38]2[N:47]=[CH:46][C:45]3[C:40](=[C:41]([F:52])[CH:42]=[C:43]([C:48]([CH3:51])([CH3:50])[CH3:49])[CH:44]=3)[C:39]2=[O:53])=[N:25][CH:26]=[CH:27][C:28]=1B1OC(C)(C)C(C)(C)O1)(=[O:20])[CH3:19].[O-]P([O-])([O-])=O.[K+].[K+].[K+].C([O-])(=O)C.[Na+]. (5) The reactants are C(NC(C)C)(C)C.[Li]CCCC.[CH2:13]([C:15]1[C:23]2[C:18](=[N:19][CH:20]=[C:21]3[CH:26]=[N:25][N:24]([CH3:27])[C:22]3=2)[N:17]([S:28]([C:31]2[CH:37]=[CH:36][C:34]([CH3:35])=[CH:33][CH:32]=2)(=[O:30])=[O:29])[CH:16]=1)[CH3:14].[I:38]I.CC(O)=O.[NH4+].[Cl-]. The catalyst is C1COCC1.CCOC(C)=O.O. The product is [CH2:13]([C:15]1[C:23]2[C:18](=[N:19][CH:20]=[C:21]3[CH:26]=[N:25][N:24]([CH3:27])[C:22]3=2)[N:17]([S:28]([C:31]2[CH:32]=[CH:33][C:34]([CH3:35])=[CH:36][CH:37]=2)(=[O:30])=[O:29])[C:16]=1[I:38])[CH3:14]. The yield is 0.390. (6) The reactants are [Cl:1][C:2]1[N:3]=[C:4]([NH:20][CH2:21][CH2:22][CH3:23])[C:5]2[N:6]=[C:7]([N:16]([CH3:19])[O:17][CH3:18])[N:8]=[C:9]([NH:12][CH2:13][CH2:14][CH3:15])[C:10]=2[N:11]=1.Cl.C(OCC)C.Cl.CNC1N=C(NCCC)C2N=C(NC)N=C(NCCC)C=2N=1. The catalyst is C(OCC)C. The product is [ClH:1].[Cl:1][C:2]1[N:3]=[C:4]([NH:20][CH2:21][CH2:22][CH3:23])[C:5]2[N:6]=[C:7]([N:16]([CH3:19])[O:17][CH3:18])[N:8]=[C:9]([NH:12][CH2:13][CH2:14][CH3:15])[C:10]=2[N:11]=1. The yield is 0.900.